Dataset: Peptide-MHC class II binding affinity with 134,281 pairs from IEDB. Task: Regression. Given a peptide amino acid sequence and an MHC pseudo amino acid sequence, predict their binding affinity value. This is MHC class II binding data. (1) The peptide sequence is TTAAGAASGAATVAA. The MHC is DRB1_0701 with pseudo-sequence DRB1_0701. The binding affinity (normalized) is 0.197. (2) The peptide sequence is GKARTAWVDSGAQLG. The MHC is HLA-DPA10103-DPB10401 with pseudo-sequence HLA-DPA10103-DPB10401. The binding affinity (normalized) is 0.123. (3) The MHC is DRB4_0101 with pseudo-sequence DRB4_0103. The binding affinity (normalized) is 0.554. The peptide sequence is AELQIVDKIDAAFKI.